Dataset: Forward reaction prediction with 1.9M reactions from USPTO patents (1976-2016). Task: Predict the product of the given reaction. Given the reactants C([Si](C)(C)[O:6][CH2:7][CH2:8]/[CH:9]=[CH:10]/[C:11]1[CH:30]=[CH:29][C:14]([CH2:15][N:16]2[C:20]3=[N:21][C:22]([CH3:26])=[CH:23][C:24]([CH3:25])=[C:19]3[N:18]=[C:17]2[CH2:27][CH3:28])=[CH:13][CH:12]=1)(C)(C)C.CCCC[N+](CCCC)(CCCC)CCCC.[F-], predict the reaction product. The product is: [CH2:27]([C:17]1[N:16]([CH2:15][C:14]2[CH:13]=[CH:12][C:11](/[CH:10]=[CH:9]/[CH2:8][CH2:7][OH:6])=[CH:30][CH:29]=2)[C:20]2=[N:21][C:22]([CH3:26])=[CH:23][C:24]([CH3:25])=[C:19]2[N:18]=1)[CH3:28].